Dataset: Forward reaction prediction with 1.9M reactions from USPTO patents (1976-2016). Task: Predict the product of the given reaction. (1) Given the reactants [C:1]([C:3]1[CH:4]=[C:5]([N:10]([CH2:15][C:16]2[CH:21]=[CH:20][C:19](I)=[CH:18][CH:17]=2)[C:11](=[O:14])[CH2:12][CH3:13])[CH:6]=[C:7]([F:9])[CH:8]=1)#[N:2].[O:23]1[CH:27]=[C:26](B2OC(C)(C)C(C)(C)O2)[CH:25]=[N:24]1, predict the reaction product. The product is: [C:1]([C:3]1[CH:4]=[C:5]([N:10]([CH2:15][C:16]2[CH:21]=[CH:20][C:19]([C:26]3[CH:25]=[N:24][O:23][CH:27]=3)=[CH:18][CH:17]=2)[C:11](=[O:14])[CH2:12][CH3:13])[CH:6]=[C:7]([F:9])[CH:8]=1)#[N:2]. (2) Given the reactants [C:1]([O:5][C:6]([N:8]1[CH2:13][CH2:12][CH2:11][C@@H:10]([N:14]2[C:18]3[CH:19]=[CH:20][CH:21]=[CH:22][C:17]=3[N:16]=[C:15]2[C@@H:23]([NH:25]C(OCC2C=CC=CC=2)=O)[CH3:24])[CH2:9]1)=[O:7])([CH3:4])([CH3:3])[CH3:2].CC(O)=O, predict the reaction product. The product is: [C:1]([O:5][C:6]([N:8]1[CH2:13][CH2:12][CH2:11][C@@H:10]([N:14]2[C:18]3[CH:19]=[CH:20][CH:21]=[CH:22][C:17]=3[N:16]=[C:15]2[C@@H:23]([NH2:25])[CH3:24])[CH2:9]1)=[O:7])([CH3:4])([CH3:2])[CH3:3]. (3) The product is: [ClH:28].[Cl:28][C:27]1[CH:26]=[CH:25][CH:24]=[C:23]([Cl:29])[C:22]=1[NH:21][C:18]1[CH:17]=[CH:16][C:15]([CH:11]2[O:12][CH2:13][CH2:14][N:9]([CH2:8][CH2:7][C:6]([OH:30])=[O:5])[CH2:10]2)=[CH:20][CH:19]=1. Given the reactants C([O:5][C:6](=[O:30])[CH2:7][CH2:8][N:9]1[CH2:14][CH2:13][O:12][CH:11]([C:15]2[CH:20]=[CH:19][C:18]([NH:21][C:22]3[C:27]([Cl:28])=[CH:26][CH:25]=[CH:24][C:23]=3[Cl:29])=[CH:17][CH:16]=2)[CH2:10]1)(C)(C)C.Cl.O1CCOCC1, predict the reaction product. (4) Given the reactants Br[C:2]([CH3:7])([CH3:6])[C:3]([O-:5])=[O:4].[C:8](=[S:13])([O:10][CH2:11][CH3:12])[S-:9].[K+].[CH3:15][CH2:16]CCCC, predict the reaction product. The product is: [O:10]([CH2:11][CH3:12])[C:8]([S:9][C:2]([C:3]([O:5][CH2:15][CH3:16])=[O:4])([CH3:7])[CH3:6])=[S:13]. (5) Given the reactants [CH2:26]([C:21]1[CH:22]=[CH:23][CH:24]=[CH:25][C:20]=1[I+][C:20]1[CH:25]=[CH:24][CH:23]=[CH:22][C:21]=1[CH2:26][CH2:27][CH2:28][CH2:29][CH2:30][CH2:31][CH2:32][CH2:33][CH2:34][CH2:35][CH2:36][CH3:37])[CH2:27][CH2:28][CH2:29][CH2:30][CH2:31][CH2:32][CH2:33][CH2:34][CH2:35][CH2:36][CH3:37].[I:38]([O-])(=O)=O.[K+].C(C1C=CC=CC=1)CCCCCCCCCCC.C(OC(=O)C)(=O)C.S(=O)(=O)(O)O, predict the reaction product. The product is: [I:38][CH2:37][CH2:36][CH2:35][CH2:34][CH2:33][CH2:32][CH2:31][CH2:30][CH2:29][CH2:28][CH2:27][CH2:26][C:21]1[CH:20]=[CH:25][CH:24]=[CH:23][CH:22]=1. (6) Given the reactants C(OC([N:8]1[CH2:13][CH2:12][CH:11]([N:14]2[C:22]3[C:17](=[CH:18][C:19]([Cl:23])=[CH:20][CH:21]=3)[CH2:16][C:15]2=[O:24])[CH2:10][CH2:9]1)=O)(C)(C)C.C(O)(C(F)(F)F)=O.C(Cl)Cl, predict the reaction product. The product is: [Cl:23][C:19]1[CH:18]=[C:17]2[C:22](=[CH:21][CH:20]=1)[N:14]([CH:11]1[CH2:10][CH2:9][NH:8][CH2:13][CH2:12]1)[C:15](=[O:24])[CH2:16]2. (7) Given the reactants [CH3:1][CH:2]1[C:8]2=[C:9]3[C:13](=[CH:14][CH:15]=[C:7]2[O:6][CH2:5][CH2:4][N:3]1[C:16]([O:18][C:19]([CH3:22])([CH3:21])[CH3:20])=[O:17])[NH:12][CH:11]=[CH:10]3.[H-].[Na+].[CH3:25][C:26]1[O:27][C:28]([CH3:35])=[CH:29][C:30]=1[S:31](Cl)(=[O:33])=[O:32], predict the reaction product. The product is: [CH3:25][C:26]1[O:27][C:28]([CH3:35])=[CH:29][C:30]=1[S:31]([N:12]1[C:13]2[C:9](=[C:8]3[CH:2]([CH3:1])[N:3]([C:16]([O:18][C:19]([CH3:21])([CH3:20])[CH3:22])=[O:17])[CH2:4][CH2:5][O:6][C:7]3=[CH:15][CH:14]=2)[CH:10]=[CH:11]1)(=[O:33])=[O:32].